The task is: Regression/Classification. Given a drug SMILES string, predict its toxicity properties. Task type varies by dataset: regression for continuous values (e.g., LD50, hERG inhibition percentage) or binary classification for toxic/non-toxic outcomes (e.g., AMES mutagenicity, cardiotoxicity, hepatotoxicity). Dataset: clintox.. This data is from Clinical trial toxicity outcomes and FDA approval status for drugs. The compound is COC(=O)[C@H]1[C@H]2C[C@@H]3c4[nH]c5cc(OC)ccc5c4CC[NH+]3C[C@H]2C[C@@H](OC(=O)/C=C/c2cc(OC)c(OC)c(OC)c2)[C@@H]1OC. The result is 0 (passed clinical trial).